From a dataset of Full USPTO retrosynthesis dataset with 1.9M reactions from patents (1976-2016). Predict the reactants needed to synthesize the given product. The reactants are: [NH2:1][C@H:2]1[CH2:7][CH2:6][CH2:5][CH2:4][C@H:3]1[NH:8][C:9]1[CH:10]=[C:11]([NH:17][C:18]2[CH:27]=[C:26]3[C:21]([CH:22]=[CH:23][CH:24]=[N:25]3)=[CH:20][CH:19]=2)[C:12]([C:15]#[N:16])=[N:13][CH:14]=1.[OH-].[Na+].OO.CC(O)=[O:34]. Given the product [NH2:1][C@H:2]1[CH2:7][CH2:6][CH2:5][CH2:4][C@H:3]1[NH:8][C:9]1[CH:10]=[C:11]([NH:17][C:18]2[CH:27]=[C:26]3[C:21]([CH:22]=[CH:23][CH:24]=[N:25]3)=[CH:20][CH:19]=2)[C:12]([C:15]([NH2:16])=[O:34])=[N:13][CH:14]=1, predict the reactants needed to synthesize it.